From a dataset of Forward reaction prediction with 1.9M reactions from USPTO patents (1976-2016). Predict the product of the given reaction. The product is: [Cl:34][C:8]1[C:9]([CH2:14][O:15][C:16]2[C:24]3[N:23]=[C:22]([O:25][CH3:26])[N:21]([CH2:27][C:28]4[CH:33]=[CH:32][CH:31]=[CH:30][N:29]=4)[C:20]=3[CH:19]=[CH:18][CH:17]=2)=[C:10]([Cl:13])[CH:11]=[CH:12][C:7]=1[N:5]([CH3:6])[C:3](=[O:4])[CH2:2][NH:1][C:42](=[O:43])[CH2:41][N:38]1[CH2:39][CH2:40][O:35][CH2:36][CH2:37]1. Given the reactants [NH2:1][CH2:2][C:3]([N:5]([C:7]1[CH:12]=[CH:11][C:10]([Cl:13])=[C:9]([CH2:14][O:15][C:16]2[C:24]3[N:23]=[C:22]([O:25][CH3:26])[N:21]([CH2:27][C:28]4[CH:33]=[CH:32][CH:31]=[CH:30][N:29]=4)[C:20]=3[CH:19]=[CH:18][CH:17]=2)[C:8]=1[Cl:34])[CH3:6])=[O:4].[O:35]1[CH2:40][CH2:39][N:38]([CH2:41][C:42](O)=[O:43])[CH2:37][CH2:36]1, predict the reaction product.